This data is from Peptide-MHC class I binding affinity with 185,985 pairs from IEDB/IMGT. The task is: Regression. Given a peptide amino acid sequence and an MHC pseudo amino acid sequence, predict their binding affinity value. This is MHC class I binding data. (1) The peptide sequence is FSLPFPFLYKFLL. The MHC is HLA-A02:02 with pseudo-sequence HLA-A02:02. The binding affinity (normalized) is 0.451. (2) The peptide sequence is MALQLFIKDY. The MHC is Mamu-A01 with pseudo-sequence Mamu-A01. The binding affinity (normalized) is 0.345. (3) The MHC is Mamu-B17 with pseudo-sequence Mamu-B17. The peptide sequence is WKGSPAIF. The binding affinity (normalized) is 0. (4) The peptide sequence is IDEVQNEIDRL. The MHC is Mamu-B8701 with pseudo-sequence Mamu-B8701. The binding affinity (normalized) is 0.847. (5) The peptide sequence is WEVGKPRPPL. The MHC is HLA-B18:01 with pseudo-sequence HLA-B18:01. The binding affinity (normalized) is 0.0684.